Task: Binary Classification. Given a T-cell receptor sequence (or CDR3 region) and an epitope sequence, predict whether binding occurs between them.. Dataset: TCR-epitope binding with 47,182 pairs between 192 epitopes and 23,139 TCRs The epitope is YLQPRTFLL. The TCR CDR3 sequence is CASSFNPSYEQYF. Result: 0 (the TCR does not bind to the epitope).